This data is from Forward reaction prediction with 1.9M reactions from USPTO patents (1976-2016). The task is: Predict the product of the given reaction. (1) Given the reactants C([N-]C(C)C)(C)C.[Li+].[Cl:9][C:10]1[CH:15]=[CH:14][C:13]([CH2:16][C:17]([OH:19])=[O:18])=[CH:12][CH:11]=1.I[CH2:21][CH:22]1[CH2:26][CH2:25][CH2:24][CH2:23]1, predict the reaction product. The product is: [Cl:9][C:10]1[CH:11]=[CH:12][C:13]([CH:16]([CH2:21][CH:22]2[CH2:26][CH2:25][CH2:24][CH2:23]2)[C:17]([OH:19])=[O:18])=[CH:14][CH:15]=1. (2) Given the reactants Br[C:2]1[CH:7]=[CH:6][CH:5]=[CH:4][C:3]=1[O:8][CH3:9].[Mg].II.[C:13]1([P:19](Cl)([C:21]2[CH:26]=[CH:25][CH:24]=[CH:23][CH:22]=2)=[O:20])[CH:18]=[CH:17][CH:16]=[CH:15][CH:14]=1, predict the reaction product. The product is: [CH3:9][O:8][C:3]1[CH:4]=[CH:5][CH:6]=[CH:7][C:2]=1[P:19](=[O:20])([C:21]1[CH:22]=[CH:23][CH:24]=[CH:25][CH:26]=1)[C:13]1[CH:18]=[CH:17][CH:16]=[CH:15][CH:14]=1. (3) Given the reactants [Cl:1][C:2]1[CH:7]=[CH:6][C:5]([NH:8][C:9]2[NH:13][C:12]3[CH:14]=[CH:15][C:16]([O:18][C:19]4[CH:24]=[CH:23][N:22]=[C:21](S(C)(=O)=O)[N:20]=4)=[CH:17][C:11]=3[N:10]=2)=[CH:4][C:3]=1[C:29]([F:32])([F:31])[F:30].[CH3:33][NH2:34], predict the reaction product. The product is: [Cl:1][C:2]1[CH:7]=[CH:6][C:5]([NH:8][C:9]2[NH:13][C:12]3[CH:14]=[CH:15][C:16]([O:18][C:19]4[CH:24]=[CH:23][N:22]=[C:21]([NH:34][CH3:33])[N:20]=4)=[CH:17][C:11]=3[N:10]=2)=[CH:4][C:3]=1[C:29]([F:32])([F:31])[F:30]. (4) The product is: [CH3:25][N:26]1[CH:30]=[C:29]([C:4]2[C:5]([O:17][CH2:18][C:19]3[CH:24]=[CH:23][CH:22]=[CH:21][CH:20]=3)=[C:6]([CH:16]=[CH:2][CH:3]=2)[C:7]([NH:9][C:10]2[CH:11]=[N:12][CH:13]=[CH:14][CH:15]=2)=[O:8])[CH:28]=[N:27]1. Given the reactants Br[C:2]1[CH:3]=[CH:4][C:5]([O:17][CH2:18][C:19]2[CH:24]=[CH:23][CH:22]=[CH:21][CH:20]=2)=[C:6]([CH:16]=1)[C:7]([NH:9][C:10]1[CH:11]=[N:12][CH:13]=[CH:14][CH:15]=1)=[O:8].[CH3:25][N:26]1[CH:30]=[C:29](B2OC(C)(C)C(C)(C)O2)[CH:28]=[N:27]1.C(=O)([O-])[O-].[Na+].[Na+], predict the reaction product. (5) Given the reactants [CH2:1]([N:4]1[CH:8]=[CH:7][N:6]=[C:5]1[C:9]1[S:13][C:12]([C:14]2[CH:19]=[CH:18][N:17]=[C:16]([NH:20][C:21](=[O:23])[CH3:22])[CH:15]=2)=[N:11][C:10]=1Br)[CH:2]=[CH2:3].[Br-].[CH2:26]([Zn+])[C:27]1[CH:32]=[CH:31][CH:30]=[CH:29][CH:28]=1, predict the reaction product. The product is: [CH2:1]([N:4]1[CH:8]=[CH:7][N:6]=[C:5]1[C:9]1[S:13][C:12]([C:14]2[CH:19]=[CH:18][N:17]=[C:16]([NH:20][C:21](=[O:23])[CH3:22])[CH:15]=2)=[N:11][C:10]=1[CH2:26][C:27]1[CH:32]=[CH:31][CH:30]=[CH:29][CH:28]=1)[CH:2]=[CH2:3]. (6) Given the reactants [Br:1][C:2]1[C:3]([N:9]2[CH2:14][CH2:13][O:12][CH2:11][CH:10]2[C:15]([OH:17])=[O:16])=[N:4][C:5]([Cl:8])=[N:6][CH:7]=1.[CH3:18][C:19]1[NH:20][CH:21]=[CH:22][N:23]=1.C([O-])([O-])=O.[Cs+].[Cs+].O, predict the reaction product. The product is: [ClH:8].[Br:1][C:2]1[C:3]([N:9]2[CH2:14][CH2:13][O:12][CH2:11][CH:10]2[C:15]([OH:17])=[O:16])=[N:4][C:5]([N:20]2[CH:21]=[CH:22][N:23]=[C:19]2[CH3:18])=[N:6][CH:7]=1. (7) Given the reactants C[Si]([N-][Si](C)(C)C)(C)C.[Li+].[Cl-].[CH3:12][O:13]C[P+](C1C=CC=CC=1)(C1C=CC=CC=1)C1C=CC=CC=1.[F:34][C:35]1[CH:36]=[C:37]([CH2:42][C:43]([CH3:47])([CH3:46])[CH:44]=O)[CH:38]=[CH:39][C:40]=1[CH3:41].Cl, predict the reaction product. The product is: [F:34][C:35]1[CH:36]=[C:37]([CH2:42][C:43]([CH3:47])([CH3:46])[CH2:44][CH:12]=[O:13])[CH:38]=[CH:39][C:40]=1[CH3:41].